From a dataset of Full USPTO retrosynthesis dataset with 1.9M reactions from patents (1976-2016). Predict the reactants needed to synthesize the given product. Given the product [CH2:13]([N:12]([CH2:15][CH3:16])[CH2:11][CH2:10][CH2:9][NH:8][C:6]1[N:7]=[C:2]([C:38]2[CH:46]=[CH:45][C:41]([C:42]([OH:44])=[O:43])=[CH:40][CH:39]=2)[C:3]2[CH:20]=[CH:19][C:18](=[O:21])[N:17]([C:22]3[C:27]([F:28])=[CH:26][CH:25]=[CH:24][C:23]=3[F:29])[C:4]=2[N:5]=1)[CH3:14], predict the reactants needed to synthesize it. The reactants are: Cl[C:2]1[C:3]2[CH:20]=[CH:19][C:18](=[O:21])[N:17]([C:22]3[C:27]([F:28])=[CH:26][CH:25]=[CH:24][C:23]=3[F:29])[C:4]=2[N:5]=[C:6]([NH:8][CH2:9][CH2:10][CH2:11][N:12]([CH2:15][CH3:16])[CH2:13][CH3:14])[N:7]=1.CC1(C)C(C)(C)OB([C:38]2[CH:46]=[CH:45][C:41]([C:42]([OH:44])=[O:43])=[CH:40][CH:39]=2)O1.C(=O)([O-])[O-].[K+].[K+].